Task: Predict the reaction yield, written as a fraction of the theoretical maximum amount of product (1.0 means a 100% yield; for example, 0.34 means a 34% yield).. Dataset: Reaction yield outcomes from USPTO patents with 853,638 reactions The reactants are [CH3:1][CH:2]([CH3:43])[CH2:3][CH2:4][N:5]([CH2:38][CH2:39][CH:40]([CH3:42])[CH3:41])[C:6]([C:8]1[CH:9]=[CH:10][C:11]2[N:15]=[C:14]([NH:16][C:17]3[CH:22]=[CH:21][C:20]([N+:23]([O-])=O)=[CH:19][CH:18]=3)[N:13]([CH2:26][CH2:27][CH2:28][NH:29][C:30](=[O:36])[O:31][C:32]([CH3:35])([CH3:34])[CH3:33])[C:12]=2[CH:37]=1)=[O:7]. The catalyst is C(OCC)(=O)C.CO.[Pd]. The product is [NH2:23][C:20]1[CH:19]=[CH:18][C:17]([NH:16][C:14]2[N:13]([CH2:26][CH2:27][CH2:28][NH:29][C:30](=[O:36])[O:31][C:32]([CH3:33])([CH3:34])[CH3:35])[C:12]3[CH:37]=[C:8]([C:6]([N:5]([CH2:4][CH2:3][CH:2]([CH3:43])[CH3:1])[CH2:38][CH2:39][CH:40]([CH3:41])[CH3:42])=[O:7])[CH:9]=[CH:10][C:11]=3[N:15]=2)=[CH:22][CH:21]=1. The yield is 0.870.